Dataset: Full USPTO retrosynthesis dataset with 1.9M reactions from patents (1976-2016). Task: Predict the reactants needed to synthesize the given product. (1) Given the product [NH2:1][CH2:2][C@H:3]([NH:5][C:6](=[O:22])[O:7][CH2:8][CH:9]1[C:10]2[CH:11]=[CH:12][CH:13]=[CH:14][C:15]=2[C:16]2[C:21]1=[CH:20][CH:19]=[CH:18][CH:17]=2)[CH3:4], predict the reactants needed to synthesize it. The reactants are: [NH2:1][C:2](=O)[C@H:3]([NH:5][C:6](=[O:22])[O:7][CH2:8][CH:9]1[C:21]2[CH:20]=[CH:19][CH:18]=[CH:17][C:16]=2[C:15]2[C:10]1=[CH:11][CH:12]=[CH:13][CH:14]=2)[CH3:4]. (2) The reactants are: [F:1][C:2]1[CH:3]=[C:4]([C@@:12]([NH:27][C:28]([NH:30][C:31](=[O:38])[C:32]2[CH:37]=[CH:36][CH:35]=[CH:34][CH:33]=2)=[S:29])([C:20]2[CH:25]=[CH:24][C:23]([F:26])=[CH:22][CH:21]=2)[CH2:13][C:14]2[CH:19]=[CH:18][CH:17]=[CH:16][CH:15]=2)[CH:5]=[C:6]([C:8]([F:11])([F:10])[F:9])[CH:7]=1.I[CH3:40].O. Given the product [C:31](/[N:30]=[C:28](\[S:29][CH3:40])/[NH:27][C@:12]([C:4]1[CH:5]=[C:6]([C:8]([F:9])([F:11])[F:10])[CH:7]=[C:2]([F:1])[CH:3]=1)([C:20]1[CH:25]=[CH:24][C:23]([F:26])=[CH:22][CH:21]=1)[CH2:13][C:14]1[CH:15]=[CH:16][CH:17]=[CH:18][CH:19]=1)(=[O:38])[C:32]1[CH:33]=[CH:34][CH:35]=[CH:36][CH:37]=1, predict the reactants needed to synthesize it. (3) The reactants are: FC(F)(F)C(O)=O.C(OC([N:15]([C:28]1[CH:33]=[CH:32][C:31]([C:34]2[O:38][CH:37]=[N:36][C:35]=2[I:39])=[CH:30][CH:29]=1)[N:16]=[CH:17][C:18]1[CH:23]=[CH:22][C:21]([CH2:24][N:25]([CH3:27])[CH3:26])=[CH:20][CH:19]=1)=O)(C)(C)C.C(=O)(O)[O-].[Na+]. Given the product [I:39][C:35]1[N:36]=[CH:37][O:38][C:34]=1[C:31]1[CH:32]=[CH:33][C:28]([NH:15][N:16]=[CH:17][C:18]2[CH:23]=[CH:22][C:21]([CH2:24][N:25]([CH3:27])[CH3:26])=[CH:20][CH:19]=2)=[CH:29][CH:30]=1, predict the reactants needed to synthesize it.